This data is from Reaction yield outcomes from USPTO patents with 853,638 reactions. The task is: Predict the reaction yield, written as a fraction of the theoretical maximum amount of product (1.0 means a 100% yield; for example, 0.34 means a 34% yield). (1) The reactants are C(OC([N:8]1[C@@H:12]([CH3:13])[CH2:11][CH2:10][C@H:9]1[C:14]1[NH:18][C:17]2[CH:19]=[C:20]([C:23]3[CH:28]=[CH:27][C:26]([C:29]4[S:49][C:32]5[N:33]=[C:34]([C@@H:36]6[CH2:40][C@H:39]([CH3:41])[CH2:38][N:37]6C(OC(C)(C)C)=O)[NH:35][C:31]=5[CH:30]=4)=[CH:25][CH:24]=3)[CH:21]=[CH:22][C:16]=2[N:15]=1)=O)(C)(C)C.Cl.O1CCOCC1. No catalyst specified. The product is [CH3:41][C@@H:39]1[CH2:38][NH:37][C@H:36]([C:34]2[NH:35][C:31]3[CH:30]=[C:29]([C:26]4[CH:27]=[CH:28][C:23]([C:20]5[CH:21]=[CH:22][C:16]6[N:15]=[C:14]([C@@H:9]7[CH2:10][CH2:11][C@H:12]([CH3:13])[NH:8]7)[NH:18][C:17]=6[CH:19]=5)=[CH:24][CH:25]=4)[S:49][C:32]=3[N:33]=2)[CH2:40]1. The yield is 1.00. (2) The reactants are [OH:1][C:2]1[CH:11]=[CH:10][C:9]2[C:4](=[CH:5][CH:6]=[C:7]([O:12][CH3:13])[CH:8]=2)[C:3]=1[CH:14]=[O:15].N1C=CC=CC=1.[F:22][C:23]([F:36])([F:35])[S:24](O[S:24]([C:23]([F:36])([F:35])[F:22])(=[O:26])=[O:25])(=[O:26])=[O:25]. The catalyst is ClCCl.CN(C)C1C=CN=CC=1.Cl. The product is [CH:14]([C:3]1[C:4]2[C:9](=[CH:8][C:7]([O:12][CH3:13])=[CH:6][CH:5]=2)[CH:10]=[CH:11][C:2]=1[O:1][S:24]([C:23]([F:36])([F:35])[F:22])(=[O:26])=[O:25])=[O:15]. The yield is 0.300. (3) The reactants are [CH3:1][C:2](=[CH:4][CH2:5][CH2:6]/[C:7](=[CH:9]/[CH2:10]/[CH:11]=[C:12](/[CH:14]=[CH2:15])\[CH3:13])/[CH3:8])[CH3:3]. The catalyst is [Pd]. The product is [CH3:15][CH2:14][CH:12]([CH2:11][CH2:10][CH2:9][CH:7]([CH2:6][CH2:5][CH2:4][CH:2]([CH3:1])[CH3:3])[CH3:8])[CH3:13]. The yield is 0.950. (4) The reactants are [CH3:1][C:2]1[O:6][N:5]=[C:4]([C:7]([NH:9][C@@H:10]2[C:24](=[O:25])[N:23]3[CH2:26][C@H:27]([O:29]C(=O)C4C=CC([N+]([O-])=O)=CC=4)[CH2:28][C@H:22]3[C:21](=[O:41])[NH:20][C@:19]3([C:43]([O:45][CH2:46][CH3:47])=[O:44])[CH2:42][CH:18]3[CH:17]=[CH:16][CH2:15][CH2:14][CH2:13][CH2:12][CH2:11]2)=[O:8])[CH:3]=1.C1COCC1.[Li+].[OH-].Cl. The catalyst is ClCCl. The product is [OH:29][C@H:27]1[CH2:26][N:23]2[C:24](=[O:25])[C@@H:10]([NH:9][C:7]([C:4]3[CH:3]=[C:2]([CH3:1])[O:6][N:5]=3)=[O:8])[CH2:11][CH2:12][CH2:13][CH2:14][CH2:15][CH:16]=[CH:17][CH:18]3[CH2:42][C@@:19]3([C:43]([O:45][CH2:46][CH3:47])=[O:44])[NH:20][C:21](=[O:41])[C@@H:22]2[CH2:28]1. The yield is 1.00. (5) The reactants are [C:1]([C:3]1[CH:8]=[CH:7][CH:6]=[CH:5][C:4]=1[C:9]1[CH:14]=[CH:13][C:12]([CH2:15][CH:16]([C:22](=O)[CH2:23][CH2:24][CH3:25])[C:17](OCC)=[O:18])=[CH:11][CH:10]=1)#[N:2].[CH:27]1([NH:31][C:32]2[NH:36][C:35]([CH3:37])=[N:34][N:33]=2)[CH2:30][CH2:29][CH2:28]1. No catalyst specified. The yield is 0.520. The product is [CH:27]1([N:31]2[C:17](=[O:18])[C:16]([CH2:15][C:12]3[CH:13]=[CH:14][C:9]([C:4]4[C:3]([C:1]#[N:2])=[CH:8][CH:7]=[CH:6][CH:5]=4)=[CH:10][CH:11]=3)=[C:22]([CH2:23][CH2:24][CH3:25])[N:33]3[N:34]=[C:35]([CH3:37])[N:36]=[C:32]23)[CH2:28][CH2:29][CH2:30]1. (6) The reactants are [Br:1][C:2]1[CH:21]=[CH:20][C:5]([CH2:6][CH:7]2[CH2:12][CH2:11][N:10](C(OC(C)(C)C)=O)[CH2:9][CH2:8]2)=[CH:4][CH:3]=1.C(Cl)Cl.C(O)(C(F)(F)F)=O. No catalyst specified. The product is [Br:1][C:2]1[CH:3]=[CH:4][C:5]([CH2:6][CH:7]2[CH2:8][CH2:9][NH:10][CH2:11][CH2:12]2)=[CH:20][CH:21]=1. The yield is 0.930.